Dataset: Full USPTO retrosynthesis dataset with 1.9M reactions from patents (1976-2016). Task: Predict the reactants needed to synthesize the given product. (1) The reactants are: P(Cl)(Cl)(Cl)=O.[CH2:6]([N:8]([CH2:22][CH3:23])[CH2:9][CH2:10][N:11]1[CH2:16][CH2:15][C:14]2[NH:17][CH:18]=[C:19]([CH3:20])[C:13]=2[C:12]1=[O:21])[CH3:7].O.[OH-].[Na+].CN(C)[CH:29]=[O:30]. Given the product [CH2:22]([N:8]([CH2:6][CH3:7])[CH2:9][CH2:10][N:11]1[CH2:16][CH2:15][C:14]2[NH:17][C:18]([CH:29]=[O:30])=[C:19]([CH3:20])[C:13]=2[C:12]1=[O:21])[CH3:23], predict the reactants needed to synthesize it. (2) Given the product [C:1]([O:5][C:6]([N:8]1[CH2:13][CH2:12][CH:11]([C:14]2[O:23][C:17]3=[CH:18][N:19]=[C:20]([C:29]4[CH:30]=[CH:31][C:26]([C:24]#[N:25])=[C:27]([F:35])[CH:28]=4)[CH:21]=[C:16]3[CH:15]=2)[CH2:10][CH2:9]1)=[O:7])([CH3:4])([CH3:3])[CH3:2], predict the reactants needed to synthesize it. The reactants are: [C:1]([O:5][C:6]([N:8]1[CH2:13][CH2:12][CH:11]([C:14]2[O:23][C:17]3=[CH:18][N:19]=[C:20](Cl)[CH:21]=[C:16]3[CH:15]=2)[CH2:10][CH2:9]1)=[O:7])([CH3:4])([CH3:3])[CH3:2].[C:24]([C:26]1[CH:31]=[CH:30][C:29](B(O)O)=[CH:28][C:27]=1[F:35])#[N:25]. (3) Given the product [CH2:11]([N:31]([CH2:34][C:29]1[CH:28]=[CH:4][CH:3]=[CH:2][CH:7]=1)[C:30]1[C:4]([F:10])=[CH:3][C:2]([Br:1])=[CH:7][C:6]=1[F:8])[C:12]1[CH:17]=[CH:16][CH:15]=[CH:14][CH:13]=1, predict the reactants needed to synthesize it. The reactants are: [Br:1][C:2]1[CH:7]=[C:6]([F:8])C(N)=[C:4]([F:10])[CH:3]=1.[CH2:11](Br)[C:12]1[CH:17]=[CH:16][CH:15]=[CH:14][CH:13]=1.C(=O)(O)[O-].[K+].C(O[CH2:28][CH3:29])(=O)C.[CH3:30][N:31]([CH3:34])C=O. (4) Given the product [Br:6][C:7]1[C:15]2[S:14][C:13]([CH2:16][OH:17])=[CH:12][C:11]=2[C:10]([F:19])=[CH:9][CH:8]=1, predict the reactants needed to synthesize it. The reactants are: C1COCC1.[Br:6][C:7]1[C:15]2[S:14][C:13]([C:16](O)=[O:17])=[CH:12][C:11]=2[C:10]([F:19])=[CH:9][CH:8]=1. (5) Given the product [CH:1]1([O:7][N:8]2[C:13]([CH3:14])([CH3:15])[CH2:12][C:11](=[O:16])[CH2:10][C:9]2([CH3:18])[CH3:17])[CH2:6][CH2:5][CH:4]=[CH:3][CH2:2]1, predict the reactants needed to synthesize it. The reactants are: [CH:1]1([O:7][N:8]2[C:13]([CH3:15])([CH3:14])[CH2:12][C:11](=[O:16])[CH2:10][C:9]2([CH3:18])[CH3:17])[CH2:6][CH2:5][CH2:4][CH2:3][CH2:2]1.C1(C=O)CCCCC1.